Dataset: Full USPTO retrosynthesis dataset with 1.9M reactions from patents (1976-2016). Task: Predict the reactants needed to synthesize the given product. (1) Given the product [CH3:1][N:2]([CH2:18][C@:19]1([CH3:30])[O:23][C:22]2=[N:24][C:25]([N+:27]([O-:29])=[O:28])=[CH:26][N:21]2[CH2:20]1)[CH2:3][CH2:4][N:5]1[CH2:10][CH2:9][N:8]([C:11]([O:13][CH2:44][C:43]2[CH:42]=[CH:41][C:40]([C:39]([F:38])([F:48])[F:49])=[CH:47][CH:46]=2)=[O:12])[CH2:7][CH2:6]1, predict the reactants needed to synthesize it. The reactants are: [CH3:1][N:2]([CH2:18][C@:19]1([CH3:30])[O:23][C:22]2=[N:24][C:25]([N+:27]([O-:29])=[O:28])=[CH:26][N:21]2[CH2:20]1)[CH2:3][CH2:4][N:5]1[CH2:10][CH2:9][N:8]([C:11]([O:13]C(C)(C)C)=[O:12])[CH2:7][CH2:6]1.FC(F)(F)C(O)=O.[F:38][C:39]([F:49])([F:48])[C:40]1[CH:47]=[CH:46][C:43]([CH2:44]O)=[CH:42][CH:41]=1.C(N1C=CN=C1)(N1C=CN=C1)=O. (2) Given the product [NH2:12][CH2:11][C:4]1([OH:3])[CH2:10][CH2:9][CH2:8][CH2:7][CH2:6][CH2:5]1, predict the reactants needed to synthesize it. The reactants are: C[Si](C)(C)[O:3][C:4]1([C:11]#[N:12])[CH2:10][CH2:9][CH2:8][CH2:7][CH2:6][CH2:5]1.[H-].[Al+3].[Li+].[H-].[H-].[H-].O.[OH-].[Na+]. (3) Given the product [N:39]1[CH:38]=[CH:37][N:35]2[CH:36]=[C:31]([CH2:30][NH:29][C:27]([NH:26][C:23]3[CH:24]=[CH:25][C:20]([C:8]4[CH:7]=[N:6][N:5]([CH2:1][CH2:2][CH3:4])[CH:9]=4)=[CH:21][CH:22]=3)=[O:28])[CH:32]=[CH:33][C:34]=12, predict the reactants needed to synthesize it. The reactants are: [CH2:1]([N:5]1[CH:9]=[C:8](B2OC(C)(C)C(C)(C)O2)[CH:7]=[N:6]1)[CH:2]([CH3:4])C.Br[C:20]1[CH:25]=[CH:24][C:23]([NH:26][C:27]([NH:29][CH2:30][C:31]2[CH:32]=[CH:33][C:34]3[N:35]([CH:37]=[CH:38][N:39]=3)[CH:36]=2)=[O:28])=[CH:22][CH:21]=1.BrC1C=CC(N)=CC=1. (4) Given the product [Cl:1][C:2]1[N:11]=[CH:10][C:9]2[N:8]([CH:12]3[CH2:13][CH2:14]3)[C:7](=[O:15])[C:6]3([CH3:20])[CH2:16][O:17][CH2:18][CH2:19][N:5]3[C:4]=2[N:3]=1, predict the reactants needed to synthesize it. The reactants are: [Cl:1][C:2]1[N:11]=[CH:10][C:9]2[N:8]([CH:12]3[CH2:14][CH2:13]3)[C:7](=[O:15])[CH:6]3[CH2:16][O:17][CH2:18][CH2:19][N:5]3[C:4]=2[N:3]=1.[CH3:20]S(C)=O.IC.CC([O-])(C)C.[Na+]. (5) Given the product [CH:14]([C:10]1[C:11](=[O:12])[N:1]2[N:2]=[CH:3][CH:4]=[C:5]2[NH:6][C:7]=1[CH3:8])([CH3:16])[CH3:15], predict the reactants needed to synthesize it. The reactants are: [NH:1]1[C:5]([NH2:6])=[CH:4][CH:3]=[N:2]1.[C:7]([CH:10]([CH:14]([CH3:16])[CH3:15])[C:11]([O-])=[O:12])(=O)[CH3:8]. (6) Given the product [CH:1]1([NH:4][C:5](=[O:6])[C:7]2[CH:8]=[C:9]([C:15]3[CH:16]=[C:17]4[C:18](=[CH:19][CH:20]=3)[N:24]([C:26]3[N:31]=[CH:30][NH:29][C:28](=[O:32])[CH:27]=3)[N:25]=[CH:22]4)[C:10]([CH3:14])=[C:11]([F:13])[CH:12]=2)[CH2:3][CH2:2]1, predict the reactants needed to synthesize it. The reactants are: [CH:1]1([NH:4][C:5]([C:7]2[CH:8]=[C:9]([C:15]3[CH:20]=[CH:19][C:18](F)=[C:17]([CH:22]=O)[CH:16]=3)[C:10]([CH3:14])=[C:11]([F:13])[CH:12]=2)=[O:6])[CH2:3][CH2:2]1.[NH:24]([C:26]1[NH:31][CH:30]=[N:29][C:28](=[O:32])[CH:27]=1)[NH2:25]. (7) Given the product [NH2:2][C@@:3]([C:15]1([CH2:18][OH:19])[CH2:16][CH2:17]1)([C:5]1[CH:10]=[C:9]([N+:11]([O-:13])=[O:12])[CH:8]=[CH:7][C:6]=1[F:14])[CH3:4], predict the reactants needed to synthesize it. The reactants are: Cl.[NH2:2][C@@:3]([C:15]1([C:18](O)=[O:19])[CH2:17][CH2:16]1)([C:5]1[CH:10]=[C:9]([N+:11]([O-:13])=[O:12])[CH:8]=[CH:7][C:6]=1[F:14])[CH3:4]. (8) Given the product [CH3:13][O:14][C:15]1[CH:22]=[CH:21][C:18]([CH2:19][NH:20][CH2:7][C:6]2[CH:9]=[C:2]([Br:1])[CH:3]=[CH:4][C:5]=2[N+:10]([O-:12])=[O:11])=[CH:17][CH:16]=1, predict the reactants needed to synthesize it. The reactants are: [Br:1][C:2]1[CH:3]=[CH:4][C:5]([N+:10]([O-:12])=[O:11])=[C:6]([CH:9]=1)[CH:7]=O.[CH3:13][O:14][C:15]1[CH:22]=[CH:21][C:18]([CH2:19][NH2:20])=[CH:17][CH:16]=1.[BH-](OC(C)=O)(OC(C)=O)OC(C)=O.[Na+].